Predict the product of the given reaction. From a dataset of Forward reaction prediction with 1.9M reactions from USPTO patents (1976-2016). (1) Given the reactants Cl[C:2]1[C:3]2[NH:10][CH:9]=[CH:8][C:4]=2[N:5]=[CH:6][N:7]=1.[O:11]([C:18]1[CH:23]=[CH:22][C:21]([OH:24])=[CH:20][CH:19]=1)[C:12]1[CH:17]=[CH:16][CH:15]=[CH:14][CH:13]=1.I[CH:26]1[CH2:29][N:28]([C:30]([O:32]C(C)(C)C)=O)[CH2:27]1.C(O[C:42]([NH:44][CH2:45][CH2:46][N:47]1[CH2:52][CH2:51][N:50]([CH2:53]/[CH:54]=[CH:55]/C(O)=O)[CH2:49][CH2:48]1)=[O:43])(C)(C)C.[N+:59]([C:62]1[C:67]2=[N:68][O:69][N:70]=[C:66]2[C:65]([NH:71][CH2:72][CH2:73][CH2:74][CH2:75][CH2:76]C(O)=O)=[CH:64][CH:63]=1)([O-:61])=[O:60], predict the reaction product. The product is: [N+:59]([C:62]1[C:67]2=[N:68][O:69][N:70]=[C:66]2[C:65]([NH:71][CH2:72][CH2:73][CH2:74][CH2:75][CH2:76][C:42]([NH:44][CH2:45][CH2:46][N:47]2[CH2:48][CH2:49][N:50]([CH2:53]/[CH:54]=[CH:55]/[C:30](=[O:32])[N:28]3[CH2:27][CH:26]([N:10]4[C:3]5[C:2]([O:24][C:21]6[CH:20]=[CH:19][C:18]([O:11][C:12]7[CH:17]=[CH:16][CH:15]=[CH:14][CH:13]=7)=[CH:23][CH:22]=6)=[N:7][CH:6]=[N:5][C:4]=5[CH:8]=[CH:9]4)[CH2:29]3)[CH2:51][CH2:52]2)=[O:43])=[CH:64][CH:63]=1)([O-:61])=[O:60]. (2) Given the reactants [Br:1][C:2]1[N:3]([CH2:10][O:11][CH2:12][CH2:13][Si:14]([CH3:17])([CH3:16])[CH3:15])[CH:4]=[C:5]([C:7]([OH:9])=O)[N:6]=1.CN(C(ON1N=NC2C=CC=NC1=2)=[N+](C)C)C.F[P-](F)(F)(F)(F)F.[CH2:42]([NH:46][CH2:47][CH2:48][CH2:49][CH3:50])[CH2:43][CH2:44][CH3:45].C(N(C(C)C)CC)(C)C, predict the reaction product. The product is: [Br:1][C:2]1[N:3]([CH2:10][O:11][CH2:12][CH2:13][Si:14]([CH3:17])([CH3:16])[CH3:15])[CH:4]=[C:5]([C:7]([N:46]([CH2:47][CH2:48][CH2:49][CH3:50])[CH2:42][CH2:43][CH2:44][CH3:45])=[O:9])[N:6]=1. (3) Given the reactants [CH2:1]([NH:8][C:9]([N:11]1[CH2:16][CH2:15][C:14](=[O:17])[N:13]2[C@@H:18]([CH2:35][C:36]3[CH:41]=[CH:40][C:39]([OH:42])=[CH:38][CH:37]=3)[C:19](=[O:34])[N:20]([CH2:23][C:24]3[C:33]4[C:28](=[CH:29][CH:30]=[CH:31][CH:32]=4)[CH:27]=[CH:26][CH:25]=3)[C@@H:21]([CH3:22])[CH:12]12)=[O:10])[C:2]1[CH:7]=[CH:6][CH:5]=[CH:4][CH:3]=1.C1COCC1.[C:48](Cl)(=[O:54])[CH2:49][CH2:50][CH2:51][CH2:52][CH3:53].C(N(CC)CC)C, predict the reaction product. The product is: [C:48]([O:42][C:39]1[CH:40]=[CH:41][C:36]([CH2:35][C@@H:18]2[N:13]3[C:14](=[O:17])[CH2:15][CH2:16][N:11]([C:9](=[O:10])[NH:8][CH2:1][C:2]4[CH:7]=[CH:6][CH:5]=[CH:4][CH:3]=4)[CH:12]3[C@H:21]([CH3:22])[N:20]([CH2:23][C:24]3[C:33]4[C:28](=[CH:29][CH:30]=[CH:31][CH:32]=4)[CH:27]=[CH:26][CH:25]=3)[C:19]2=[O:34])=[CH:37][CH:38]=1)(=[O:54])[CH2:49][CH2:50][CH2:51][CH2:52][CH3:53]. (4) Given the reactants [O:1]=[C:2]([N:19]1[CH2:31][C:30]2[NH:29][C:28]3[CH:27]=[CH:26][CH:25]=[C:24]4[C:32](=[O:35])[NH:33][N:34]=[C:21]([C:22]=2[C:23]=34)[CH2:20]1)[C@@H:3]([NH:11]C(=O)OC(C)(C)C)[CH2:4][C:5]1[CH:10]=[CH:9][CH:8]=[CH:7][CH:6]=1.Cl.NC(C)(C)C(N1CC2NC3C=CC=C4C(=O)NN=C(C=2C=34)C1)=O, predict the reaction product. The product is: [NH2:11][C@@H:3]([CH2:4][C:5]1[CH:6]=[CH:7][CH:8]=[CH:9][CH:10]=1)[C:2]([N:19]1[CH2:31][C:30]2[NH:29][C:28]3[CH:27]=[CH:26][CH:25]=[C:24]4[C:32](=[O:35])[NH:33][N:34]=[C:21]([C:22]=2[C:23]=34)[CH2:20]1)=[O:1].